From a dataset of Catalyst prediction with 721,799 reactions and 888 catalyst types from USPTO. Predict which catalyst facilitates the given reaction. (1) Reactant: [CH2:1]1[CH:6]([NH2:7])[C:4](=[O:5])[S:3][CH2:2]1.Cl.CCN=C=NCCCN(C)C.Cl.[N:21]1([CH:26]([CH2:40][CH2:41][CH3:42])[C:27]([C:29]2[CH:39]=[CH:38][C:32]([O:33][CH2:34][C:35](O)=[O:36])=[CH:31][CH:30]=2)=[O:28])[CH2:25][CH2:24][CH2:23][CH2:22]1. Product: [O:5]=[C:4]1[CH:6]([NH:7][C:35](=[O:36])[CH2:34][O:33][C:32]2[CH:38]=[CH:39][C:29]([C:27](=[O:28])[CH:26]([N:21]3[CH2:25][CH2:24][CH2:23][CH2:22]3)[CH2:40][CH2:41][CH3:42])=[CH:30][CH:31]=2)[CH2:1][CH2:2][S:3]1. The catalyst class is: 17. (2) Reactant: O.[OH-].[Li+].C[O:5][C:6]([C:8]1[C:13]([NH2:14])=[N:12][C:11]([NH2:15])=[CH:10][N:9]=1)=[O:7].O1CCCC1.[OH-].[Na+]. Product: [NH2:14][C:13]1[C:8]([C:6]([OH:7])=[O:5])=[N:9][CH:10]=[C:11]([NH2:15])[N:12]=1. The catalyst class is: 72. (3) Reactant: C([Li])CCC.CCCCCC.[NH2:12][C:13]([O:15][CH2:16][C@@H:17]1[CH2:22][C:21]([C:23]2[N:24]=[C:25]([SH:28])[S:26][CH:27]=2)=[CH:20][CH2:19][N:18]1[C:29]([O:31][CH2:32][CH:33]=[CH2:34])=[O:30])=[O:14].O(P(OC1C=CC=CC=1)O[C:44]1[C@H:50]([CH3:51])[C@H:49]2[N:46]([C:47](=[O:59])[C@@H:48]2[C@H:52]([O:54][Si:55]([CH3:58])([CH3:57])[CH3:56])[CH3:53])[C:45]=1[C:60]([O:62][CH2:63][CH:64]=[CH2:65])=[O:61])C1C=CC=CC=1.C(#N)C. Product: [CH2:32]([O:31][C:29]([N:18]1[CH2:19][CH:20]=[C:21]([C:23]2[N:24]=[C:25]([S:28][C:44]3[C@H:50]([CH3:51])[C@H:49]4[N:46]([C:47](=[O:59])[C@@H:48]4[C@H:52]([O:54][Si:55]([CH3:56])([CH3:57])[CH3:58])[CH3:53])[C:45]=3[C:60]([O:62][CH2:63][CH:64]=[CH2:65])=[O:61])[S:26][CH:27]=2)[CH2:22][C@H:17]1[CH2:16][O:15][C:13]([NH2:12])=[O:14])=[O:30])[CH:33]=[CH2:34]. The catalyst class is: 118. (4) Reactant: [CH:1]1([N:6]2[CH2:12][C:11]([CH3:14])([CH3:13])[C:10](=[O:15])[N:9]([CH3:16])[C:8]3[CH:17]=[N:18][C:19]([NH:21][C:22]4[CH:30]=[CH:29][C:25]([C:26]([OH:28])=O)=[CH:24][C:23]=4[CH3:31])=[N:20][C:7]2=3)[CH2:5][CH2:4][CH2:3][CH2:2]1.ON1C2C=CC=CC=2N=N1.F[P-](F)(F)(F)(F)F.CN(C(N(C)C)=[N+]1C2C=CC=CC=2[N+]([O-])=N1)C.C(N(C(C)C)C(C)C)C.[NH2:75][CH:76]1[CH2:81][CH2:80][N:79]([CH3:82])[CH2:78][CH2:77]1. Product: [CH:1]1([N:6]2[CH2:12][C:11]([CH3:13])([CH3:14])[C:10](=[O:15])[N:9]([CH3:16])[C:8]3[CH:17]=[N:18][C:19]([NH:21][C:22]4[CH:30]=[CH:29][C:25]([C:26]([NH:75][CH:76]5[CH2:81][CH2:80][N:79]([CH3:82])[CH2:78][CH2:77]5)=[O:28])=[CH:24][C:23]=4[CH3:31])=[N:20][C:7]2=3)[CH2:5][CH2:4][CH2:3][CH2:2]1. The catalyst class is: 9. (5) Reactant: [OH:1][CH2:2][C:3]([N:5]1[CH2:10][CH2:9][NH:8][C:7](=[O:11])[C:6]1([CH3:13])[CH3:12])=[O:4].[H-].[Na+].CC1C=CC(S(O[C:27](=[CH:32][C:33]#[N:34])[C:28]([F:31])([F:30])[F:29])(=O)=O)=CC=1. Product: [NH2:34][C:33]1[CH:32]=[C:27]([C:28]([F:31])([F:30])[F:29])[O:1][C:2]=1[C:3]([N:5]1[CH2:10][CH2:9][NH:8][C:7](=[O:11])[C:6]1([CH3:13])[CH3:12])=[O:4]. The catalyst class is: 3.